Dataset: Forward reaction prediction with 1.9M reactions from USPTO patents (1976-2016). Task: Predict the product of the given reaction. (1) The product is: [ClH:34].[CH3:1][O:2][C:3](=[O:33])[C@@H:4]([NH2:25])[C@H:5]([NH:7][C:8]([O:10][CH2:11][CH:12]1[C:13]2[CH:14]=[CH:15][CH:16]=[CH:17][C:18]=2[C:19]2[C:24]1=[CH:23][CH:22]=[CH:21][CH:20]=2)=[O:9])[CH3:6]. Given the reactants [CH3:1][O:2][C:3](=[O:33])[C@@H:4]([NH:25]C(OC(C)(C)C)=O)[C@H:5]([NH:7][C:8]([O:10][CH2:11][CH:12]1[C:24]2[CH:23]=[CH:22][CH:21]=[CH:20][C:19]=2[C:18]2[C:13]1=[CH:14][CH:15]=[CH:16][CH:17]=2)=[O:9])[CH3:6].[ClH:34].O1CCOCC1, predict the reaction product. (2) Given the reactants I[C:2]1[C:3]([C:9]([O:11][CH3:12])=[O:10])=[N:4][C:5]([CH3:8])=[CH:6][CH:7]=1.[CH3:13][C:14]1[N:15]=[N:16][NH:17][CH:18]=1.CN[C@@H]1CCCC[C@H]1NC.C(=O)([O-])[O-].[Cs+].[Cs+].[Si](C=[N+]=[N-])(C)(C)C.CCCCCC, predict the reaction product. The product is: [CH3:8][C:5]1[N:4]=[C:3]([C:9]([O:11][CH3:12])=[O:10])[C:2]([N:16]2[N:15]=[C:14]([CH3:13])[CH:18]=[N:17]2)=[CH:7][CH:6]=1. (3) Given the reactants BrC1C=CC(O)=C(C(C2C=CC=CC=2)=O)C=1.COC1C=CC(CN)=CC=1.[Br:27][C:28]1[CH:33]=[CH:32][C:31]([OH:34])=[C:30]([C:35](=[N:42][CH2:43][C:44]2[CH:49]=[CH:48][C:47]([O:50][CH3:51])=[CH:46][CH:45]=2)[C:36]2[CH:41]=[CH:40][CH:39]=[CH:38][CH:37]=2)[CH:29]=1.C(O[BH-](OC(=O)C)OC(=O)C)(=O)C.[Na+].C(=O)(O)[O-].[Na+], predict the reaction product. The product is: [Br:27][C:28]1[CH:33]=[CH:32][C:31]([OH:34])=[C:30]([CH:35]([NH:42][CH2:43][C:44]2[CH:45]=[CH:46][C:47]([O:50][CH3:51])=[CH:48][CH:49]=2)[C:36]2[CH:37]=[CH:38][CH:39]=[CH:40][CH:41]=2)[CH:29]=1. (4) Given the reactants C(O)(C)C.[C:5]([OH:14])(=[O:13])[C@@H:6]([C@H:8]([C:10]([OH:12])=[O:11])[OH:9])[OH:7].[CH3:15][C@@H:16]([NH:26][CH2:27][C@H:28]([OH:39])[C:29]1[CH:34]=[CH:33][C:32]([OH:35])=[C:31]([NH:36][CH:37]=[O:38])[CH:30]=1)[CH2:17][C:18]1[CH:23]=[CH:22][C:21]([O:24][CH3:25])=[CH:20][CH:19]=1, predict the reaction product. The product is: [CH3:15][C@@H:16]([NH:26][CH2:27][C@H:28]([OH:39])[C:29]1[CH:34]=[CH:33][C:32]([OH:35])=[C:31]([NH:36][CH:37]=[O:38])[CH:30]=1)[CH2:17][C:18]1[CH:23]=[CH:22][C:21]([O:24][CH3:25])=[CH:20][CH:19]=1.[CH:6]([OH:7])([C:5]([OH:14])=[O:13])[CH:8]([OH:9])[C:10]([OH:12])=[O:11]. (5) Given the reactants [Br:1][C:2]1[CH:3]=[C:4]([CH2:10][CH2:11][C:12]([O:14][CH3:15])=[O:13])[CH:5]=[C:6]([Br:9])[C:7]=1[OH:8].[I:16][C:17]1[CH:24]=[CH:23][CH:22]=[CH:21][C:18]=1[CH2:19]Br, predict the reaction product. The product is: [CH3:15][O:14][C:12](=[O:13])[CH2:11][CH2:10][C:4]1[CH:3]=[C:2]([Br:1])[C:7]([O:8][CH2:19][C:18]2[CH:21]=[CH:22][CH:23]=[CH:24][C:17]=2[I:16])=[C:6]([Br:9])[CH:5]=1. (6) Given the reactants C([O:8][C:9]1[CH:10]=[CH:11][C:12]2[O:16][C:15]([C:17](=[O:21])[CH:18]([CH3:20])[CH3:19])=[C:14]([CH3:22])[C:13]=2[CH:23]=1)C1C=CC=CC=1, predict the reaction product. The product is: [OH:8][C:9]1[CH:10]=[CH:11][C:12]2[O:16][C:15]([C:17](=[O:21])[CH:18]([CH3:19])[CH3:20])=[C:14]([CH3:22])[C:13]=2[CH:23]=1.